This data is from Reaction yield outcomes from USPTO patents with 853,638 reactions. The task is: Predict the reaction yield, written as a fraction of the theoretical maximum amount of product (1.0 means a 100% yield; for example, 0.34 means a 34% yield). The reactants are [C:1]([O:5][C:6](=[O:14])[NH:7][CH:8]1[CH2:13][CH2:12][CH:11]=[CH:10][CH2:9]1)([CH3:4])([CH3:3])[CH3:2].[CH2:15](I)[CH:16]=[CH2:17]. The catalyst is C1CCCCC1.C(OCC)(=O)C. The product is [C:1]([O:5][C:6](=[O:14])[N:7]([CH2:17][CH:16]=[CH2:15])[CH:8]1[CH2:13][CH2:12][CH:11]=[CH:10][CH2:9]1)([CH3:4])([CH3:2])[CH3:3]. The yield is 0.550.